This data is from Forward reaction prediction with 1.9M reactions from USPTO patents (1976-2016). The task is: Predict the product of the given reaction. Given the reactants Br[C:2]1[CH:3]=[CH:4][C:5]2[N:22]3[C:17]([CH:18]=[C:19](Br)[CH:20]=[CH:21]3)=[C:16]3[C:7](=[C:8]4[B:13]([C:14]5[CH:27]=[CH:26][CH:25]=[CH:24][C:15]=53)[CH:12]=[CH:11][CH:10]=[CH:9]4)[C:6]=2[CH:28]=1.[Cu](C#N)[C:30]#[N:31].[N:34]1C2C(=CC=CC=2)C=C[CH:35]=1, predict the reaction product. The product is: [C:30]([C:2]1[CH:3]=[CH:4][C:5]2[N:22]3[C:17]([CH:18]=[C:19]([C:35]#[N:34])[CH:20]=[CH:21]3)=[C:16]3[C:7](=[C:8]4[B:13]([C:14]5[CH:27]=[CH:26][CH:25]=[CH:24][C:15]=53)[CH:12]=[CH:11][CH:10]=[CH:9]4)[C:6]=2[CH:28]=1)#[N:31].